Dataset: Reaction yield outcomes from USPTO patents with 853,638 reactions. Task: Predict the reaction yield, written as a fraction of the theoretical maximum amount of product (1.0 means a 100% yield; for example, 0.34 means a 34% yield). (1) The reactants are C([Li])CCC.Br[C:7]1[CH:12]=[C:11]([CH3:13])[CH:10]=[CH:9][N:8]=1.CN(C)[C:16](=[O:18])[CH3:17].O. The catalyst is CCCCCC.C(OCC)C.C(OCC)(=O)C. The product is [C:16]([C:7]1[CH:12]=[C:11]([CH3:13])[CH:10]=[CH:9][N:8]=1)(=[O:18])[CH3:17]. The yield is 0.590. (2) The reactants are [CH3:1][C:2]1[O:6][N:5]=[C:4]([C:7]2[CH:12]=[CH:11][CH:10]=[CH:9][CH:8]=2)[C:3]=1[C:13]([OH:15])=O.C(N1C=CN=C1)(N1C=CN=C1)=O.O.[NH2:29][NH2:30].CCCCCCC. The catalyst is C1COCC1. The product is [CH3:1][C:2]1[O:6][N:5]=[C:4]([C:7]2[CH:12]=[CH:11][CH:10]=[CH:9][CH:8]=2)[C:3]=1[C:13]([NH:29][NH2:30])=[O:15]. The yield is 0.850. (3) The reactants are [NH2:1][C:2]1[CH:3]=[C:4]([C:8]2[C:12]([C:13]3[CH:18]=[CH:17][N:16]=[C:15]([NH:19][CH3:20])[CH:14]=3)=[CH:11][N:10]([CH2:21][C:22]3[CH:27]=[CH:26][C:25]([O:28][CH3:29])=[CH:24][CH:23]=3)[N:9]=2)[CH:5]=[CH:6][CH:7]=1.[F:30][C:31]([F:42])([F:41])[C:32]1[CH:37]=[CH:36][C:35]([N:38]=[C:39]=[O:40])=[CH:34][CH:33]=1.[Na]. The product is [CH3:29][O:28][C:25]1[CH:24]=[CH:23][C:22]([CH2:21][N:10]2[CH:11]=[C:12]([C:13]3[CH:18]=[CH:17][N:16]=[C:15]([NH:19][CH3:20])[CH:14]=3)[C:8]([C:4]3[CH:3]=[C:2]([NH:1][C:39]([NH:38][C:35]4[CH:34]=[CH:33][C:32]([C:31]([F:30])([F:41])[F:42])=[CH:37][CH:36]=4)=[O:40])[CH:7]=[CH:6][CH:5]=3)=[N:9]2)=[CH:27][CH:26]=1. The yield is 0.630. The catalyst is CN(C)C=O.